This data is from Cav3 T-type calcium channel HTS with 100,875 compounds. The task is: Binary Classification. Given a drug SMILES string, predict its activity (active/inactive) in a high-throughput screening assay against a specified biological target. (1) The molecule is Clc1c(Cn2c3c(n(c(=O)n(c3=O)C)C)nc2Sc2sc(nn2)C)cccc1. The result is 0 (inactive). (2) The compound is O=C1N(C(\C(C1=O)=C(/O)c1ccccc1)c1c(OC)ccc(OC)c1)CCCN(CC)CC. The result is 0 (inactive). (3) The compound is [O-][N+](=O)c1c(C(C)(C)C)cc(N)c(c1)C. The result is 0 (inactive). (4) The compound is Clc1c(C[n+]2ccc(N(C)C)cc2)c(Cl)ccc1. The result is 0 (inactive).